Dataset: Full USPTO retrosynthesis dataset with 1.9M reactions from patents (1976-2016). Task: Predict the reactants needed to synthesize the given product. (1) Given the product [NH2:10][CH2:11][C@H:12]1[CH2:17][CH2:16][C@H:15]([C:18]2[N:22]3[CH:23]=[CH:24][N:25]=[C:26]([NH2:27])[C:21]3=[C:20]([C:28]3[CH:29]=[CH:30][C:31]([O:34][C:35]4[CH:40]=[CH:39][CH:38]=[CH:37][CH:36]=4)=[CH:32][CH:33]=3)[N:19]=2)[CH2:14][CH2:13]1, predict the reactants needed to synthesize it. The reactants are: C(OC(=O)[NH:10][CH2:11][C@H:12]1[CH2:17][CH2:16][C@H:15]([C:18]2[N:22]3[CH:23]=[CH:24][N:25]=[C:26]([NH2:27])[C:21]3=[C:20]([C:28]3[CH:33]=[CH:32][C:31]([O:34][C:35]4[CH:40]=[CH:39][CH:38]=[CH:37][CH:36]=4)=[CH:30][CH:29]=3)[N:19]=2)[CH2:14][CH2:13]1)C1C=CC=CC=1. (2) Given the product [I:11][C:12]1[CH:17]=[CH:16][C:15]([CH2:18][C:19]([NH:1][C:2]2[S:3][CH:4]=[C:5]([CH3:10])[C:6]=2[C:7]([NH2:9])=[O:8])=[O:20])=[CH:14][CH:13]=1, predict the reactants needed to synthesize it. The reactants are: [NH2:1][C:2]1[S:3][CH:4]=[C:5]([CH3:10])[C:6]=1[C:7]([NH2:9])=[O:8].[I:11][C:12]1[CH:17]=[CH:16][C:15]([CH2:18][C:19](O)=[O:20])=[CH:14][CH:13]=1.CCN(C(C)C)C(C)C.CN(C(ON1N=NC2C=CC=NC1=2)=[N+](C)C)C.F[P-](F)(F)(F)(F)F. (3) Given the product [Cl:7][C:8]1[CH:9]=[CH:10][C:11]2[N:17]3[C:18]([CH2:21][CH:22]([CH3:24])[CH3:23])=[CH:19][CH:20]=[C:16]3[C@@H:15]([CH2:25][CH2:26][OH:27])[O:14][C@H:13]([C:30]3[CH:35]=[CH:34][CH:33]=[C:32]([O:36][CH3:37])[C:31]=3[O:38][CH3:39])[C:12]=2[CH:40]=1, predict the reactants needed to synthesize it. The reactants are: [H-].[Al+3].[Li+].[H-].[H-].[H-].[Cl:7][C:8]1[CH:9]=[CH:10][C:11]2[N:17]3[C:18]([CH2:21][CH:22]([CH3:24])[CH3:23])=[CH:19][CH:20]=[C:16]3[CH:15]([CH2:25][C:26](OC)=[O:27])[O:14][CH:13]([C:30]3[CH:35]=[CH:34][CH:33]=[C:32]([O:36][CH3:37])[C:31]=3[O:38][CH3:39])[C:12]=2[CH:40]=1.C(C(C(C([O-])=O)O)O)([O-])=O.[Na+].[K+]. (4) Given the product [CH3:11][C:12]1[CH:17]=[C:16]([N+:18]([O-:20])=[O:19])[CH:15]=[CH:14][C:13]=1[N:21]=[C:22]1[NH:4][CH2:3][C:2]([CH3:5])([CH3:1])[S:23]1, predict the reactants needed to synthesize it. The reactants are: [CH3:1][C:2](O)([CH3:5])[CH2:3][NH2:4].O=S(Cl)Cl.[CH3:11][C:12]1[CH:17]=[C:16]([N+:18]([O-:20])=[O:19])[CH:15]=[CH:14][C:13]=1[N:21]=[C:22]=[S:23]. (5) Given the product [CH3:27][C:22]1[CH:21]=[C:20]([N:7]([CH2:8][CH2:9][C:10]2[CH:11]=[CH:12][C:13]([C:16]([F:19])([F:17])[F:18])=[CH:14][CH:15]=2)[C:5](=[O:6])[C:4](=[O:28])[CH3:29])[CH:25]=[CH:24][C:23]=1[CH3:26], predict the reactants needed to synthesize it. The reactants are: C(O[C:4](=[O:28])[C:5]([N:7]([C:20]1[CH:25]=[CH:24][C:23]([CH3:26])=[C:22]([CH3:27])[CH:21]=1)[CH2:8][CH2:9][C:10]1[CH:15]=[CH:14][C:13]([C:16]([F:19])([F:18])[F:17])=[CH:12][CH:11]=1)=[O:6])C.[CH3:29][Mg]Br.